From a dataset of Catalyst prediction with 721,799 reactions and 888 catalyst types from USPTO. Predict which catalyst facilitates the given reaction. (1) Reactant: [Br:1][C:2]1[CH:3]=[CH:4][C:5]([OH:8])=[N:6][CH:7]=1.[H-].[Na+].Cl[C:12]1[N:16]([CH2:17][O:18][CH2:19][CH2:20][Si:21]([CH3:24])([CH3:23])[CH3:22])[C:15]2[CH:25]=[CH:26][CH:27]=[CH:28][C:14]=2[N:13]=1.O. The catalyst class is: 3. Product: [Br:1][C:2]1[CH:3]=[CH:4][C:5]([O:8][C:12]2[N:16]([CH2:17][O:18][CH2:19][CH2:20][Si:21]([CH3:23])([CH3:24])[CH3:22])[C:15]3[CH:25]=[CH:26][CH:27]=[CH:28][C:14]=3[N:13]=2)=[N:6][CH:7]=1.[Br:1][C:2]1[CH:3]=[CH:4][C:5](=[O:8])[N:6]([C:12]2[N:16]([CH2:17][O:18][CH2:19][CH2:20][Si:21]([CH3:23])([CH3:24])[CH3:22])[C:15]3[CH:25]=[CH:26][CH:27]=[CH:28][C:14]=3[N:13]=2)[CH:7]=1. (2) Reactant: [CH3:1][C:2]1[CH:7]=[C:6]([C:8]([NH2:10])=[O:9])[CH:5]=[CH:4][C:3]=1[C:11]1[CH:16]=[CH:15][C:14]([CH2:17][NH:18][CH2:19][CH2:20][CH:21]([CH3:23])[CH3:22])=[CH:13][CH:12]=1.C(=O)(O)[O-].[Na+].[C:29](O[C:29]([O:31][C:32]([CH3:35])([CH3:34])[CH3:33])=[O:30])([O:31][C:32]([CH3:35])([CH3:34])[CH3:33])=[O:30]. Product: [C:32]([O:31][C:29](=[O:30])[N:18]([CH2:17][C:14]1[CH:15]=[CH:16][C:11]([C:3]2[CH:4]=[CH:5][C:6]([C:8](=[O:9])[NH2:10])=[CH:7][C:2]=2[CH3:1])=[CH:12][CH:13]=1)[CH2:19][CH2:20][CH:21]([CH3:23])[CH3:22])([CH3:35])([CH3:34])[CH3:33]. The catalyst class is: 84. (3) Reactant: Br[C:2]1[CH:3]=[C:4]2[CH:10]=[N:9][NH:8][C:5]2=[CH:6][N:7]=1.C([O-])([O-])=O.[Na+].[Na+].[N:17]1[CH:22]=[CH:21][CH:20]=[C:19](B(O)O)[CH:18]=1. Product: [N:17]1[CH:22]=[CH:21][CH:20]=[C:19]([C:2]2[CH:3]=[C:4]3[CH:10]=[N:9][NH:8][C:5]3=[CH:6][N:7]=2)[CH:18]=1. The catalyst class is: 3.